From a dataset of Forward reaction prediction with 1.9M reactions from USPTO patents (1976-2016). Predict the product of the given reaction. Given the reactants [NH:1]([C:28]([O:30][CH2:31][CH:32]1[C:44]2[C:39](=[CH:40][CH:41]=[CH:42][CH:43]=2)[C:38]2[C:33]1=[CH:34][CH:35]=[CH:36][CH:37]=2)=[O:29])[CH2:2][CH2:3][C:4]([NH:6][C@H:7]([C:12]([NH:14][C@H:15]([C:17]([NH:19][C@H:20]([C:25]([OH:27])=[O:26])[CH2:21][CH:22]([CH3:24])[CH3:23])=[O:18])[CH3:16])=[O:13])[C@H:8]([CH2:10][CH3:11])[CH3:9])=[O:5].CN(C=O)C.[CH2:50](Br)[C:51]1[CH:56]=[CH:55][CH:54]=[CH:53][CH:52]=1.C(=O)([O-])[O-].[Cs+].[Cs+], predict the reaction product. The product is: [NH:1]([C:28]([O:30][CH2:31][CH:32]1[C:33]2[C:38](=[CH:37][CH:36]=[CH:35][CH:34]=2)[C:39]2[C:44]1=[CH:43][CH:42]=[CH:41][CH:40]=2)=[O:29])[CH2:2][CH2:3][C:4]([NH:6][C@H:7]([C:12]([NH:14][C@H:15]([C:17]([NH:19][C@H:20]([C:25]([O:27][CH2:50][C:51]1[CH:56]=[CH:55][CH:54]=[CH:53][CH:52]=1)=[O:26])[CH2:21][CH:22]([CH3:23])[CH3:24])=[O:18])[CH3:16])=[O:13])[C@H:8]([CH2:10][CH3:11])[CH3:9])=[O:5].